The task is: Predict the reactants needed to synthesize the given product.. This data is from Full USPTO retrosynthesis dataset with 1.9M reactions from patents (1976-2016). (1) Given the product [CH3:1][CH:2]([CH2:6][CH2:7][CH2:8][CH3:9])[C:3]([O:5][CH3:15])=[O:4], predict the reactants needed to synthesize it. The reactants are: [CH3:1][CH:2]([CH2:6][CH2:7][CH2:8][CH3:9])[C:3]([OH:5])=[O:4].S(=O)(=O)(O)O.[CH3:15]O. (2) Given the product [Cl:31][C:19]1[C:20]([C:22]2[C:30]3[C:25](=[CH:26][CH:27]=[CH:28][CH:29]=3)[NH:24][CH:23]=2)=[CH:21][C:16]([NH:15][C:11]2[CH:10]=[C:9]([NH:8][C:6](=[O:7])[C:5]3[CH:32]=[CH:33][C:2]([NH:1][C:47](=[O:48])/[CH:46]=[CH:42]/[CH2:40][N:36]([CH3:35])[CH3:37])=[CH:3][CH:4]=3)[CH:14]=[CH:13][CH:12]=2)=[N:17][CH:18]=1, predict the reactants needed to synthesize it. The reactants are: [NH2:1][C:2]1[CH:33]=[CH:32][C:5]([C:6]([NH:8][C:9]2[CH:14]=[CH:13][CH:12]=[C:11]([NH:15][C:16]3[CH:21]=[C:20]([C:22]4[C:30]5[C:25](=[CH:26][CH:27]=[CH:28][CH:29]=5)[NH:24][CH:23]=4)[C:19]([Cl:31])=[CH:18][N:17]=3)[CH:10]=2)=[O:7])=[CH:4][CH:3]=1.C[CH2:35][N:36]([CH:40]([CH3:42])C)[CH:37](C)C.BrC/C=[CH:46]/[C:47](Cl)=[O:48].CNC. (3) Given the product [Br:1][C:2]1[N:3]=[C:4]([CH:33]2[CH2:36][CH2:35][CH2:34]2)[NH:5][C:6]=1[C:7]1[CH:12]=[CH:11][N:10]=[C:9]([NH:13][CH2:14][C@@H:15]([NH2:17])[CH3:16])[N:8]=1, predict the reactants needed to synthesize it. The reactants are: [Br:1][C:2]1[N:3]=[C:4]([CH:33]2[CH2:36][CH2:35][CH2:34]2)[N:5](COCC[Si](C)(C)C)[C:6]=1[C:7]1[CH:12]=[CH:11][N:10]=[C:9]([NH:13][CH2:14][C@@H:15]([NH:17]C(=O)OC(C)(C)C)[CH3:16])[N:8]=1. (4) Given the product [ClH:1].[ClH:1].[NH:15]1[CH2:16][CH2:17][CH:18]([NH:21][C:22]2[S:23][CH:24]=[C:25](/[CH:27]=[CH:28]/[C:29]([O:31][CH2:32][CH3:33])=[O:30])[N:26]=2)[CH2:19][CH2:20]1, predict the reactants needed to synthesize it. The reactants are: [Cl:1]C(OC(Cl)C)=O.C([N:15]1[CH2:20][CH2:19][CH:18]([NH:21][C:22]2[S:23][CH:24]=[C:25](/[CH:27]=[CH:28]/[C:29]([O:31][CH2:32][CH3:33])=[O:30])[N:26]=2)[CH2:17][CH2:16]1)C1C=CC=CC=1. (5) Given the product [O:43]1[CH:33]([CH2:34][CH2:35][CH2:36][CH2:37][CH2:38][CH2:39][CH2:40][CH2:41][OH:42])[CH:22]1[CH2:23][CH2:24][CH2:25][CH2:26][CH2:27][CH2:28][CH2:29][C:30]([OH:32])=[O:31], predict the reactants needed to synthesize it. The reactants are: OC(CCCCCCCO)CCCCCCCC(O)=O.O[CH:22]([CH:33]([OH:43])[CH2:34][CH2:35][CH2:36][CH2:37][CH2:38][CH2:39][CH2:40][CH2:41][OH:42])[CH2:23][CH2:24][CH2:25][CH2:26][CH2:27][CH2:28][CH2:29][C:30]([OH:32])=[O:31].OCCCCCCCCCCCCCCCCCCCCCC(O)=O.OCCCCCCCCC=CCCCCCCCC(O)=O.C(O)(=O)CCCCCCCCCCCCCCCCCCCCC(O)=O.C(O)(=O)CCCCCCCC=CCCCCCCCC(O)=O. (6) Given the product [Cl:25][C:24]1[C:5]([OH:4])=[C:6]([CH:21]=[C:22]([Cl:26])[CH:23]=1)[C:7]([NH:9][C@H:10]([C:18]([OH:20])=[O:19])[CH2:11][C:12]1[CH:13]=[CH:14][CH:15]=[CH:16][CH:17]=1)=[O:8], predict the reactants needed to synthesize it. The reactants are: C([O:4][C:5]1[C:24]([Cl:25])=[CH:23][C:22]([Cl:26])=[CH:21][C:6]=1[C:7]([NH:9][C@H:10]([C:18]([OH:20])=[O:19])[CH2:11][C:12]1[CH:17]=[CH:16][CH:15]=[CH:14][CH:13]=1)=[O:8])(=O)C.[OH-].[Na+].Cl. (7) Given the product [F:21][C:22]1[CH:27]=[CH:26][CH:25]=[CH:24][C:23]=1[S:28]([NH:31][C:32]1[CH:36]=[CH:35][S:34][C:33]=1[C:37]([NH:4][C:3]1[C:5]([CH3:16])=[CH:6][C:7]([CH3:15])=[C:8]([N:9]2[CH2:10][CH2:11][O:12][CH2:13][CH2:14]2)[C:2]=1[CH3:1])=[O:38])(=[O:30])=[O:29], predict the reactants needed to synthesize it. The reactants are: [CH3:1][C:2]1[C:8]([N:9]2[CH2:14][CH2:13][O:12][CH2:11][CH2:10]2)=[C:7]([CH3:15])[CH:6]=[C:5]([CH3:16])[C:3]=1[NH2:4].C[Al](C)C.[F:21][C:22]1[CH:27]=[CH:26][CH:25]=[CH:24][C:23]=1[S:28]([NH:31][C:32]1[CH:36]=[CH:35][S:34][C:33]=1[C:37](OC)=[O:38])(=[O:30])=[O:29].Cl.